Predict the reaction yield, written as a fraction of the theoretical maximum amount of product (1.0 means a 100% yield; for example, 0.34 means a 34% yield). From a dataset of Reaction yield outcomes from USPTO patents with 853,638 reactions. The reactants are [H-].[Na+].[Si:3]([O:20][CH2:21][CH2:22][O:23][CH2:24][C@H:25]([OH:30])[C:26]([O:28][CH3:29])=[O:27])([C:16]([CH3:19])([CH3:18])[CH3:17])([C:10]1[CH:15]=[CH:14][CH:13]=[CH:12][CH:11]=1)[C:4]1[CH:9]=[CH:8][CH:7]=[CH:6][CH:5]=1.Cl[C:32]1[N:37]=[CH:36][N:35]=[C:34]2[N:38]([C:41]3[CH:46]=[C:45]([CH3:47])[CH:44]=[CH:43][C:42]=3[CH3:48])[N:39]=[CH:40][C:33]=12.C(O)(=O)CC(CC(O)=O)(C(O)=O)O. The catalyst is C1COCC1. The product is [Si:3]([O:20][CH2:21][CH2:22][O:23][CH2:24][C@H:25]([O:30][C:32]1[N:37]=[CH:36][N:35]=[C:34]2[N:38]([C:41]3[CH:46]=[C:45]([CH3:47])[CH:44]=[CH:43][C:42]=3[CH3:48])[N:39]=[CH:40][C:33]=12)[C:26]([O:28][CH3:29])=[O:27])([C:16]([CH3:19])([CH3:18])[CH3:17])([C:10]1[CH:15]=[CH:14][CH:13]=[CH:12][CH:11]=1)[C:4]1[CH:5]=[CH:6][CH:7]=[CH:8][CH:9]=1. The yield is 0.575.